Dataset: Reaction yield outcomes from USPTO patents with 853,638 reactions. Task: Predict the reaction yield, written as a fraction of the theoretical maximum amount of product (1.0 means a 100% yield; for example, 0.34 means a 34% yield). (1) The reactants are [C:1]([O:9][CH2:10][C:11]([C:13]1[CH:18]=[C:17]([C:19]([F:22])([F:21])[F:20])[CH:16]=[C:15]([Cl:23])[CH:14]=1)=O)(=O)[CH2:2][CH2:3][C:4]([O:6][CH3:7])=[O:5].C([NH2:27])(=O)C.B(F)(F)F.CCOCC. The catalyst is C(OCC)(=O)C. The product is [Cl:23][C:15]1[CH:14]=[C:13]([C:11]2[N:27]=[C:1]([CH2:2][CH2:3][C:4]([O:6][CH3:7])=[O:5])[O:9][CH:10]=2)[CH:18]=[C:17]([C:19]([F:22])([F:21])[F:20])[CH:16]=1. The yield is 0.390. (2) The reactants are [CH3:1][O:2][CH2:3][CH2:4][O:5][CH2:6][C:7]([C:10]1[CH:15]=[CH:14][C:13]([NH2:16])=[CH:12][CH:11]=1)([CH3:9])[CH3:8].[N+:17]([O-])([O-:19])=[O:18].[K+]. The catalyst is OS(O)(=O)=O. The product is [CH3:1][O:2][CH2:3][CH2:4][O:5][CH2:6][C:7]([C:10]1[CH:15]=[CH:14][C:13]([NH2:16])=[CH:12][C:11]=1[N+:17]([O-:19])=[O:18])([CH3:9])[CH3:8]. The yield is 0.710. (3) The reactants are [CH3:1][C:2]1[NH:3][C:4]2[N:5]([N:9]=[C:10]([C:12]3[CH:17]=[CH:16][CH:15]=[CH:14][CH:13]=3)[CH:11]=2)[C:6](=O)[CH:7]=1.P(Cl)(Cl)([Cl:20])=O. No catalyst specified. The product is [Cl:20][C:6]1[N:5]2[N:9]=[C:10]([C:12]3[CH:17]=[CH:16][CH:15]=[CH:14][CH:13]=3)[CH:11]=[C:4]2[N:3]=[C:2]([CH3:1])[CH:7]=1. The yield is 0.540.